This data is from Reaction yield outcomes from USPTO patents with 853,638 reactions. The task is: Predict the reaction yield, written as a fraction of the theoretical maximum amount of product (1.0 means a 100% yield; for example, 0.34 means a 34% yield). The reactants are O.[OH-].[Cs+].[Cl:4][C:5]1[N:10]=[C:9]([CH2:11][S:12]([CH3:21])(=[O:20])=[N:13]C(=O)C(F)(F)F)[CH:8]=[C:7]([N:22]2[CH2:27][CH2:26][O:25][CH2:24][C@H:23]2[CH3:28])[N:6]=1.Br[CH2:30][CH2:31]Br. The catalyst is [Br-].C([N+](CCCCCCCC)(CCCCCCCC)CCCCCCCC)CCCCCCC.CN1C2C(N=C(N)NC=2NCC1CNC1C=CC(C(NC(C(O)=O)CCC(O)=O)=O)=CC=1)=O. The product is [Cl:4][C:5]1[N:6]=[C:7]([N:22]2[CH2:27][CH2:26][O:25][CH2:24][C@H:23]2[CH3:28])[CH:8]=[C:9]([C:11]2([S@@:12]([CH3:21])(=[NH:13])=[O:20])[CH2:31][CH2:30]2)[N:10]=1. The yield is 0.440.